Dataset: Full USPTO retrosynthesis dataset with 1.9M reactions from patents (1976-2016). Task: Predict the reactants needed to synthesize the given product. Given the product [NH2:1][C:2]1[CH:3]=[CH:4][C:5]([S:12]([NH:13][C:14]2[CH:15]=[CH:16][C:17]3[CH2:21][O:20][B:19]([OH:22])[C:18]=3[CH:23]=2)(=[O:24])=[O:25])=[C:6]([CH2:8][C:9]([NH:45][NH2:53])=[O:11])[CH:7]=1, predict the reactants needed to synthesize it. The reactants are: [NH2:1][C:2]1[CH:3]=[CH:4][C:5]([S:12](=[O:25])(=[O:24])[NH:13][C:14]2[CH:15]=[CH:16][C:17]3[CH2:21][O:20][B:19]([OH:22])[C:18]=3[CH:23]=2)=[C:6]([CH2:8][C:9]([OH:11])=O)[CH:7]=1.NN.C1CN([P+](O[N:45]2[N:53]=NC3C=CC=CC2=3)(N2CCCC2)N2CCCC2)CC1.F[P-](F)(F)(F)(F)F.C(N(CC)CC)C.